This data is from Full USPTO retrosynthesis dataset with 1.9M reactions from patents (1976-2016). The task is: Predict the reactants needed to synthesize the given product. (1) Given the product [CH2:1]([N:8]1[CH2:13][CH2:12][C:11]([N:20]([C:21]2[CH:26]=[CH:25][CH:24]=[C:23]([Cl:27])[CH:22]=2)[C:28](=[O:31])[CH2:29][CH3:30])([C:14]2[S:15][CH:16]=[C:17]([CH3:19])[N:18]=2)[CH2:10][CH2:9]1)[C:2]1[CH:7]=[CH:6][CH:5]=[CH:4][CH:3]=1, predict the reactants needed to synthesize it. The reactants are: [CH2:1]([N:8]1[CH2:13][CH2:12][C:11]([NH:20][C:21]2[CH:26]=[CH:25][CH:24]=[C:23]([Cl:27])[CH:22]=2)([C:14]2[S:15][CH:16]=[C:17]([CH3:19])[N:18]=2)[CH2:10][CH2:9]1)[C:2]1[CH:7]=[CH:6][CH:5]=[CH:4][CH:3]=1.[C:28](Cl)(=[O:31])[CH2:29][CH3:30]. (2) Given the product [CH3:15]/[C:9](=[CH:8]\[C:5]1[CH:4]=[CH:3][C:2]([C:26]2[CH:25]=[CH:24][CH:23]=[C:22]([NH:21][CH3:20])[CH:27]=2)=[CH:7][CH:6]=1)/[C:10]([O:12][CH2:13][CH3:14])=[O:11], predict the reactants needed to synthesize it. The reactants are: I[C:2]1[CH:7]=[CH:6][C:5](/[CH:8]=[C:9](\[CH3:15])/[C:10]([O:12][CH2:13][CH3:14])=[O:11])=[CH:4][C:3]=1OCCC.[CH3:20][NH:21][C:22]1[CH:23]=[C:24](B(O)O)[CH:25]=[CH:26][CH:27]=1.O. (3) Given the product [CH3:14][O:13][C:7]1[CH:6]=[C:5]2[C:10]([CH:11]=[CH:12][C:3](=[O:2])[NH:4]2)=[N:9][CH:8]=1, predict the reactants needed to synthesize it. The reactants are: C[O:2][C:3]1[CH:12]=[CH:11][C:10]2[C:5](=[CH:6][C:7]([O:13][CH3:14])=[CH:8][N:9]=2)[N:4]=1.Br. (4) Given the product [F:1][C:2]1[C:3]([O:18][CH3:19])=[C:4]([NH:11][C:12]2[CH:17]=[CH:16][CH:15]=[CH:14][CH:13]=2)[C:5]([NH2:8])=[CH:6][CH:7]=1, predict the reactants needed to synthesize it. The reactants are: [F:1][C:2]1[C:3]([O:18][CH3:19])=[C:4]([NH:11][C:12]2[CH:17]=[CH:16][CH:15]=[CH:14][CH:13]=2)[C:5]([N+:8]([O-])=O)=[CH:6][CH:7]=1.